This data is from Catalyst prediction with 721,799 reactions and 888 catalyst types from USPTO. The task is: Predict which catalyst facilitates the given reaction. (1) Reactant: C([Li])CCC.[C:6]1([N:12]2[CH:16]=[C:15]([C:17]3[CH:22]=[CH:21][CH:20]=[CH:19][CH:18]=3)[N:14]=[CH:13]2)[CH:11]=[CH:10][CH:9]=[CH:8][CH:7]=1.Br[CH2:24][C:25]([N:27]1[CH2:32][CH2:31][N:30]([C:33]2[N:38]=[CH:37][CH:36]=[CH:35][N:34]=2)[CH2:29][CH2:28]1)=[O:26].[Cl-].[NH4+].[Na]. Product: [C:6]1([N:12]2[CH:16]=[C:15]([C:17]3[CH:22]=[CH:21][CH:20]=[CH:19][CH:18]=3)[N:14]=[C:13]2[CH2:24][C:25]([N:27]2[CH2:28][CH2:29][N:30]([C:33]3[N:34]=[CH:35][CH:36]=[CH:37][N:38]=3)[CH2:31][CH2:32]2)=[O:26])[CH:11]=[CH:10][CH:9]=[CH:8][CH:7]=1. The catalyst class is: 1. (2) Reactant: [O:1]=[C:2]1[C:7]([C:8]([O:10]C)=[O:9])=[CH:6][CH:5]=[CH:4][N:3]1[CH:12]([C:14]1[CH:19]=[CH:18][CH:17]=[CH:16][CH:15]=1)[CH3:13].[OH-].[Na+]. Product: [O:1]=[C:2]1[C:7]([C:8]([OH:10])=[O:9])=[CH:6][CH:5]=[CH:4][N:3]1[CH:12]([C:14]1[CH:19]=[CH:18][CH:17]=[CH:16][CH:15]=1)[CH3:13]. The catalyst class is: 36. (3) Reactant: [NH2:1][C:2]12[CH2:9][CH2:8][C:5]([C:10]3[NH:18][C:17]4[C:16](=[O:19])[N:15]([CH2:20][CH2:21][CH3:22])[C:14](=[O:23])[N:13]([CH2:24][CH2:25][CH3:26])[C:12]=4[N:11]=3)([CH2:6][CH2:7]1)[CH2:4][CH2:3]2.[S:27]1[CH:31]=[CH:30][CH:29]=[C:28]1[CH:32]=O.C(O[BH-](OC(=O)C)OC(=O)C)(=O)C.[Na+]. Product: [CH2:20]([N:15]1[C:16](=[O:19])[C:17]2[NH:18][C:10]([C:5]34[CH2:8][CH2:9][C:2]([NH:1][CH2:32][C:28]5[S:27][CH:31]=[CH:30][CH:29]=5)([CH2:7][CH2:6]3)[CH2:3][CH2:4]4)=[N:11][C:12]=2[N:13]([CH2:24][CH2:25][CH3:26])[C:14]1=[O:23])[CH2:21][CH3:22]. The catalyst class is: 322.